Dataset: Reaction yield outcomes from USPTO patents with 853,638 reactions. Task: Predict the reaction yield, written as a fraction of the theoretical maximum amount of product (1.0 means a 100% yield; for example, 0.34 means a 34% yield). (1) The reactants are [NH2:1][C:2]1[N:3]=[C:4]([CH3:31])[C:5]2=[C:6]([CH2:8][C@H:9]([C:23]3[CH:28]=[CH:27][C:26]([F:29])=[CH:25][C:24]=3Br)[NH:10]/[C:11]/2=[N:12]\[O:13][C@@H:14]([CH2:20][CH2:21][OH:22])[C:15]([N:17]([CH3:19])[CH3:18])=[O:16])[N:7]=1.[CH3:32][O:33][C:34]1[N:39]=[C:38](B2OCCN(C3C=CC=CC=3)CCO2)[CH:37]=[CH:36][CH:35]=1.C([O-])([O-])=O.[Na+].[Na+]. The catalyst is C1C=CC(P(C2C=CC=CC=2)[C-]2C=CC=C2)=CC=1.C1C=CC(P(C2C=CC=CC=2)[C-]2C=CC=C2)=CC=1.Cl[Pd]Cl.[Fe+2].CC(N(C)C)=O. The yield is 0.370. The product is [NH2:1][C:2]1[N:3]=[C:4]([CH3:31])[C:5]2=[C:6]([CH2:8][C@H:9]([C:23]3[CH:28]=[CH:27][C:26]([F:29])=[CH:25][C:24]=3[C:38]3[CH:37]=[CH:36][CH:35]=[C:34]([O:33][CH3:32])[N:39]=3)[NH:10]/[C:11]/2=[N:12]\[O:13][C@@H:14]([CH2:20][CH2:21][OH:22])[C:15]([N:17]([CH3:19])[CH3:18])=[O:16])[N:7]=1. (2) The reactants are [CH3:1][C:2]1[N:3]=[C:4]([NH:11][C:12](=[S:20])OC2C=CC=CC=2)[C:5]([O:9][CH3:10])=[N:6][C:7]=1[CH3:8].[Cl:21][C:22]1[CH:23]=[C:24]([N:29]2[CH2:34][CH2:33][NH:32][CH2:31][CH2:30]2)[CH:25]=[C:26]([Cl:28])[CH:27]=1. No catalyst specified. The product is [CH3:1][C:2]1[N:3]=[C:4]([NH:11][C:12]([N:32]2[CH2:31][CH2:30][N:29]([C:24]3[CH:23]=[C:22]([Cl:21])[CH:27]=[C:26]([Cl:28])[CH:25]=3)[CH2:34][CH2:33]2)=[S:20])[C:5]([O:9][CH3:10])=[N:6][C:7]=1[CH3:8]. The yield is 0.708.